This data is from hERG Central: cardiac toxicity at 1µM, 10µM, and general inhibition. The task is: Predict hERG channel inhibition at various concentrations. (1) The compound is CCOc1ccc(C(=O)C2CCN(CC(=O)Nc3ccccc3N3CCOCC3)CC2)cc1. Results: hERG_inhib (hERG inhibition (general)): blocker. (2) The drug is COc1ccc(CCNC(=O)c2cc3c(=O)n4ccccc4nc3n(C3CCCCC3)c2=N)cc1OC. Results: hERG_inhib (hERG inhibition (general)): blocker. (3) The compound is O=C(Nc1ccc(F)cc1)c1ccc2c(=O)n3c(nc2c1)CCCCC3. Results: hERG_inhib (hERG inhibition (general)): blocker. (4) Results: hERG_inhib (hERG inhibition (general)): blocker. The molecule is O=C(CN1CCN(Cc2ccc(Cl)cc2)C1=O)NCCCN1CCN(c2ccc(F)cc2)CC1. (5) The drug is CCc1ccc(NC(=O)N(Cc2cccnc2)Cc2ccco2)cc1. Results: hERG_inhib (hERG inhibition (general)): blocker. (6) The compound is O=C(CSc1nc2cc(Cl)ccc2s1)N1CCN(C(=O)c2ccco2)CC1. Results: hERG_inhib (hERG inhibition (general)): blocker. (7) The molecule is CN(CCNC(=O)c1ccc(CS(=O)(=O)c2c(Cl)cccc2Cl)o1)CCc1ccccc1. Results: hERG_inhib (hERG inhibition (general)): blocker. (8) The drug is Cc1sc2nc(CN3CCCC3)nc(N3CCN(S(=O)(=O)c4cccs4)CC3)c2c1C. Results: hERG_inhib (hERG inhibition (general)): blocker. (9) The drug is COc1ccc(N2CCN(CCCNC(=O)c3ccc(CS(=O)(=O)c4ccc(OC)cc4)o3)CC2)cc1. Results: hERG_inhib (hERG inhibition (general)): blocker.